This data is from Catalyst prediction with 721,799 reactions and 888 catalyst types from USPTO. The task is: Predict which catalyst facilitates the given reaction. (1) The catalyst class is: 4. Product: [CH3:1][O:2][C:3](=[O:17])[CH2:4][CH2:5][C:6]([C:8]1[CH:13]=[CH:12][C:11]([O:15][CH:19]2[CH2:20][CH2:21][CH2:22][CH2:23][O:18]2)=[CH:10][C:9]=1[OH:16])=[O:7]. Reactant: [CH3:1][O:2][C:3](=[O:17])[CH2:4][CH2:5][C:6]([C:8]1[C:13](C)=[CH:12][C:11]([OH:15])=[CH:10][C:9]=1[OH:16])=[O:7].[O:18]1[CH:23]=[CH:22][CH2:21][CH2:20][CH2:19]1. (2) Reactant: Br[CH2:2][C:3]1[CH:4]=[C:5]2[N:11]=[C:10]([C:12]3[CH:17]=[CH:16][CH:15]=[CH:14][C:13]=3[N+:18]([O-:20])=[O:19])[S:9][C:6]2=[N:7][CH:8]=1.[C:21]([N:28]1[CH2:33][CH2:32][NH:31][CH2:30][CH2:29]1)([O:23][C:24]([CH3:27])([CH3:26])[CH3:25])=[O:22].C(N(CC)CC)C. Product: [N+:18]([C:13]1[CH:14]=[CH:15][CH:16]=[CH:17][C:12]=1[C:10]1[S:9][C:6]2[C:5]([N:11]=1)=[CH:4][C:3]([CH2:2][N:31]1[CH2:30][CH2:29][N:28]([C:21]([O:23][C:24]([CH3:27])([CH3:26])[CH3:25])=[O:22])[CH2:33][CH2:32]1)=[CH:8][N:7]=2)([O-:20])=[O:19]. The catalyst class is: 10. (3) Reactant: C[O:2][C:3]1[CH:12]=[CH:11][C:10]2[C:9](=[O:13])[N:8]([C:14]3[CH:15]=[N:16][CH:17]=[C:18]([O:20][CH3:21])[CH:19]=3)[CH2:7][CH2:6][C:5]=2[N:4]=1. Product: [OH:2][C:3]1[CH:12]=[CH:11][C:10]2[C:9](=[O:13])[N:8]([C:14]3[CH:15]=[N:16][CH:17]=[C:18]([O:20][CH3:21])[CH:19]=3)[CH2:7][CH2:6][C:5]=2[N:4]=1. The catalyst class is: 89. (4) Product: [C:36]([C:23]1[CH:24]=[N:25][C:26]2[C:31]([C:22]=1[O:1][C:2]1[CH:3]=[C:4]3[C:9](=[CH:10][CH:11]=1)[C:8]([C:12]([OH:14])=[O:13])=[CH:7][CH:6]=[CH:5]3)=[CH:30][C:29]([O:32][CH3:33])=[C:28]([O:34][CH3:35])[CH:27]=2)#[N:37]. The catalyst class is: 9. Reactant: [OH:1][C:2]1[CH:3]=[C:4]2[C:9](=[CH:10][CH:11]=1)[C:8]([C:12]([OH:14])=[O:13])=[CH:7][CH:6]=[CH:5]2.C(=O)([O-])[O-].[Cs+].[Cs+].Cl[C:22]1[C:31]2[C:26](=[CH:27][C:28]([O:34][CH3:35])=[C:29]([O:32][CH3:33])[CH:30]=2)[N:25]=[CH:24][C:23]=1[C:36]#[N:37]. (5) The catalyst class is: 12. Product: [C:16]([O:15][C:13]([N:1]1[CH2:8][CH2:7][CH2:6][C@H:2]1[C:3]([OH:5])=[O:4])=[O:14])([CH3:19])([CH3:18])[CH3:17]. Reactant: [NH:1]1[CH2:8][CH2:7][CH2:6][C@H:2]1[C:3]([OH:5])=[O:4].C(=O)(O)[O-].[C:13](O[C:13]([O:15][C:16]([CH3:19])([CH3:18])[CH3:17])=[O:14])([O:15][C:16]([CH3:19])([CH3:18])[CH3:17])=[O:14].Cl.